Dataset: Forward reaction prediction with 1.9M reactions from USPTO patents (1976-2016). Task: Predict the product of the given reaction. (1) Given the reactants [NH2:1][C:2]1[N:10]=[CH:9][C:8]([Cl:11])=[CH:7][C:3]=1[C:4]([NH2:6])=[O:5].[C:12]([C:14]1[CH:15]=[C:16]([CH:19]=[CH:20][CH:21]=1)[CH2:17][Br:18])#[N:13], predict the reaction product. The product is: [BrH:18].[Cl:11][C:8]1[CH:7]=[C:3]([C:4]([NH2:6])=[O:5])[C:2](=[NH:1])[N:10]([CH2:17][C:16]2[CH:19]=[CH:20][CH:21]=[C:14]([C:12]#[N:13])[CH:15]=2)[CH:9]=1. (2) The product is: [OH:77][C@H:74]1[CH2:75][CH2:76][N:72]([C:2]2[C:11]3[C:6](=[CH:7][CH:8]=[C:9]([C:12]([OH:14])=[O:13])[CH:10]=3)[N:5]=[C:4]([C:16]([F:19])([F:18])[F:17])[CH:3]=2)[CH2:73]1. Given the reactants Cl[C:2]1[C:11]2[C:6](=[CH:7][CH:8]=[C:9]([C:12]([O:14]C)=[O:13])[CH:10]=2)[N:5]=[C:4]([C:16]([F:19])([F:18])[F:17])[CH:3]=1.C1C=CC(P(C2C(C3C(P(C4C=CC=CC=4)C4C=CC=CC=4)=CC=C4C=3C=CC=C4)=C3C(C=CC=C3)=CC=2)C2C=CC=CC=2)=CC=1.C(=O)([O-])[O-].[Cs+].[Cs+].[NH:72]1[CH2:76][CH2:75][C@H:74]([OH:77])[CH2:73]1, predict the reaction product.